From a dataset of Peptide-MHC class I binding affinity with 185,985 pairs from IEDB/IMGT. Regression. Given a peptide amino acid sequence and an MHC pseudo amino acid sequence, predict their binding affinity value. This is MHC class I binding data. (1) The peptide sequence is ETIEEPAVE. The MHC is HLA-B07:02 with pseudo-sequence HLA-B07:02. The binding affinity (normalized) is 0.0847. (2) The peptide sequence is IPVDLVKSSF. The binding affinity (normalized) is 0.801. The MHC is HLA-B53:01 with pseudo-sequence HLA-B53:01. (3) The peptide sequence is LYTVKYPNL. The MHC is HLA-B15:01 with pseudo-sequence HLA-B15:01. The binding affinity (normalized) is 0.312. (4) The peptide sequence is YEDQDALFAY. The MHC is HLA-A26:01 with pseudo-sequence HLA-A26:01. The binding affinity (normalized) is 0. (5) The peptide sequence is WLWVSSSDM. The MHC is HLA-A02:19 with pseudo-sequence HLA-A02:19. The binding affinity (normalized) is 0.770. (6) The peptide sequence is LLKDLMPFV. The MHC is HLA-A24:03 with pseudo-sequence HLA-A24:03. The binding affinity (normalized) is 0.0847.